Predict the reactants needed to synthesize the given product. From a dataset of Full USPTO retrosynthesis dataset with 1.9M reactions from patents (1976-2016). (1) Given the product [O:1]=[C:2]1[N:6]2[CH2:7][CH2:8][NH:9][CH2:10][C@H:5]2[CH2:4][N:3]1[C@@H:11]1[CH2:20][CH2:19][CH2:17][C@H:12]1[C:13]([OH:15])=[O:14], predict the reactants needed to synthesize it. The reactants are: [O:1]=[C:2]1[N:6]2[CH2:7][CH2:8][NH:9][CH2:10][C@H:5]2[CH2:4][N:3]1[CH2:11][C:12]([CH3:17])(C)[C:13]([OH:15])=[O:14].N[C@@H:19]1CCC[C@H:20]1C(OCC)=O. (2) Given the product [C:49]([NH:1][C:2]1[CH:3]=[CH:4][C:5]([O:38][CH3:39])=[C:6]([NH:8][C:9]2[N:10]=[C:11]([NH:27][C:28]3[CH:37]=[CH:36][CH:35]=[CH:34][C:29]=3[C:30]([NH:32][CH3:33])=[O:31])[C:12]3[C:17]([Cl:18])=[CH:16][N:15]([CH2:19][O:20][CH2:21][CH2:22][Si:23]([CH3:26])([CH3:24])[CH3:25])[C:13]=3[N:14]=2)[CH:7]=1)(=[O:52])[CH:50]=[CH2:51], predict the reactants needed to synthesize it. The reactants are: [NH2:1][C:2]1[CH:3]=[CH:4][C:5]([O:38][CH3:39])=[C:6]([NH:8][C:9]2[N:10]=[C:11]([NH:27][C:28]3[CH:37]=[CH:36][CH:35]=[CH:34][C:29]=3[C:30]([NH:32][CH3:33])=[O:31])[C:12]3[C:17]([Cl:18])=[CH:16][N:15]([CH2:19][O:20][CH2:21][CH2:22][Si:23]([CH3:26])([CH3:25])[CH3:24])[C:13]=3[N:14]=2)[CH:7]=1.CCN(C(C)C)C(C)C.[C:49](Cl)(=[O:52])[CH:50]=[CH2:51]. (3) Given the product [CH3:14][O:15][C:16]1[CH:24]=[CH:23][C:19]([C:20]2[S:21][CH:2]=[C:3]([C:5]3[O:9][C:8]([C:10]([O:12][CH3:13])=[O:11])=[CH:7][CH:6]=3)[N:22]=2)=[CH:18][C:17]=1[O:25][CH2:26][CH2:27][CH3:28], predict the reactants needed to synthesize it. The reactants are: Br[CH2:2][C:3]([C:5]1[O:9][C:8]([C:10]([O:12][CH3:13])=[O:11])=[CH:7][CH:6]=1)=O.[CH3:14][O:15][C:16]1[CH:24]=[CH:23][C:19]([C:20]([NH2:22])=[S:21])=[CH:18][C:17]=1[O:25][CH2:26][CH2:27][CH3:28]. (4) Given the product [CH2:9]([C@@:12]1([CH3:39])[CH2:17][C@H:16]([C:18]2[CH:23]=[CH:22][CH:21]=[C:20]([Cl:24])[CH:19]=2)[C@@H:15]([C:25]2[CH:26]=[CH:27][C:28]([Cl:31])=[CH:29][CH:30]=2)[N:14]([C@@H:32]([C:35]([CH3:37])([CH3:38])[CH3:36])[CH2:33][OH:41])[C:13]1=[O:34])[CH:10]=[CH2:11], predict the reactants needed to synthesize it. The reactants are: [O-]S(C(F)(F)F)(=O)=O.[CH2:9]([C@@:12]1([CH3:39])[CH2:17][C@H:16]([C:18]2[CH:23]=[CH:22][CH:21]=[C:20]([Cl:24])[CH:19]=2)[C@@H:15]([C:25]2[CH:30]=[CH:29][C:28]([Cl:31])=[CH:27][CH:26]=2)[N+:14]2[C@@H:32]([C:35]([CH3:38])([CH3:37])[CH3:36])[CH2:33][O:34][C:13]1=2)[CH:10]=[CH2:11].C([O-])(O)=[O:41].[Na+]. (5) Given the product [F:1][C:2]1[CH:7]=[CH:6][C:5]([N:8]2[C:12]([C:13]([O:15][CH2:16][CH3:17])=[O:14])=[CH:11][N:10]=[C:9]2[CH2:18][CH2:19][C:20]2[C:25]([F:26])=[CH:24][CH:23]=[C:22]([F:27])[C:21]=2[F:28])=[CH:4][CH:3]=1, predict the reactants needed to synthesize it. The reactants are: [F:1][C:2]1[CH:7]=[CH:6][C:5]([N:8]2[C:12]([C:13]([O:15][CH2:16][CH3:17])=[O:14])=[CH:11][N:10]=[C:9]2/[CH:18]=[CH:19]/[C:20]2[C:25]([F:26])=[CH:24][CH:23]=[C:22]([F:27])[C:21]=2[F:28])=[CH:4][CH:3]=1.[H][H]. (6) Given the product [Cl:19][C:9]1[C:10]2[CH2:15][S:14][CH2:13][C:11]=2[N:12]=[C:7]([C:5]2[S:6][C:2]([Cl:1])=[CH:3][CH:4]=2)[N:8]=1, predict the reactants needed to synthesize it. The reactants are: [Cl:1][C:2]1[S:6][C:5]([C:7]2[N:8]=[C:9](O)[C:10]3[CH2:15][S:14][CH2:13][C:11]=3[N:12]=2)=[CH:4][CH:3]=1.P(Cl)(Cl)([Cl:19])=O. (7) Given the product [F:1][C:2]1[CH:7]=[CH:6][CH:5]=[CH:4][C:3]=1[CH:8]([C:19]1[CH:24]=[CH:23][CH:22]=[CH:21][C:20]=1[F:25])[N:9]1[CH:14]=[CH:13][CH:12]=[C:11]([C:15]([NH:26][C@@H:27]([CH2:35][CH2:36][CH2:37][NH:38][C:39]([NH:41][S:42]([C:45]2[C:46]([CH3:59])=[C:47]3[C:52](=[C:53]([CH3:56])[C:54]=2[CH3:55])[O:51][C:50]([CH3:58])([CH3:57])[CH2:49][CH2:48]3)(=[O:43])=[O:44])=[NH:40])[C:28]([O:30][C:31]([CH3:32])([CH3:33])[CH3:34])=[O:29])=[O:16])[C:10]1=[O:18], predict the reactants needed to synthesize it. The reactants are: [F:1][C:2]1[CH:7]=[CH:6][CH:5]=[CH:4][C:3]=1[CH:8]([C:19]1[CH:24]=[CH:23][CH:22]=[CH:21][C:20]=1[F:25])[N:9]1[CH:14]=[CH:13][CH:12]=[C:11]([C:15](O)=[O:16])[C:10]1=[O:18].[NH2:26][C@@H:27]([CH2:35][CH2:36][CH2:37][NH:38][C:39]([NH:41][S:42]([C:45]1[C:46]([CH3:59])=[C:47]2[C:52](=[C:53]([CH3:56])[C:54]=1[CH3:55])[O:51][C:50]([CH3:58])([CH3:57])[CH2:49][CH2:48]2)(=[O:44])=[O:43])=[NH:40])[C:28]([O:30][C:31]([CH3:34])([CH3:33])[CH3:32])=[O:29].CN(C(ON1N=NC2C=CC=CC1=2)=[N+](C)C)C.F[P-](F)(F)(F)(F)F.CCN(C(C)C)C(C)C. (8) Given the product [CH:11]([C:4]1[S:3][C:2]2[NH:1][C:18](=[O:24])[N:41]([CH2:40][CH2:39][C:33]3[CH:38]=[CH:37][CH:36]=[CH:35][CH:34]=3)[C:7](=[O:9])[C:6]=2[CH:5]=1)([CH3:13])[CH3:12], predict the reactants needed to synthesize it. The reactants are: [NH2:1][C:2]1[S:3][C:4]([CH:11]([CH3:13])[CH3:12])=[CH:5][C:6]=1[C:7]([O:9]C)=O.ClC(Cl)(O[C:18](=[O:24])OC(Cl)(Cl)Cl)Cl.C(N(CC)CC)C.[C:33]1([CH2:39][CH2:40][NH2:41])[CH:38]=[CH:37][CH:36]=[CH:35][CH:34]=1.